This data is from Catalyst prediction with 721,799 reactions and 888 catalyst types from USPTO. The task is: Predict which catalyst facilitates the given reaction. (1) Reactant: [C:1]([O:5][C:6]([N:8]1[CH2:13][CH2:12][C:11]2[O:14][N:15]=[C:16]([C:17](O)=[O:18])[C:10]=2[CH:9]1[C:20]1[CH:25]=[CH:24][CH:23]=[CH:22][CH:21]=1)=[O:7])([CH3:4])([CH3:3])[CH3:2].CN([P+](ON1N=[N:44][C:39]2C=[CH:41][CH:42]=[CH:43][C:38]1=2)(N(C)C)N(C)C)C.F[P-](F)(F)(F)(F)F.CN1CCOCC1.N1CCCCC1. Product: [C:20]1([CH:9]2[C:10]3[C:16]([C:17]([N:44]4[CH2:41][CH2:42][CH2:43][CH2:38][CH2:39]4)=[O:18])=[N:15][O:14][C:11]=3[CH2:12][CH2:13][N:8]2[C:6]([O:5][C:1]([CH3:2])([CH3:4])[CH3:3])=[O:7])[CH:21]=[CH:22][CH:23]=[CH:24][CH:25]=1. The catalyst class is: 18. (2) Reactant: [NH2:1][C:2]1[CH:3]=[C:4]2[C:8](=[CH:9][CH:10]=1)[C:7]1([C:14](=[O:15])[N:13]([CH2:16][C:17]([N:19]([CH2:25][C:26]3[CH:31]=[CH:30][CH:29]=[CH:28][CH:27]=3)[C@H:20]([CH:22]3[CH2:24][CH2:23]3)[CH3:21])=[O:18])[C:12](=[O:32])[NH:11]1)[CH2:6][CH2:5]2.[CH3:33][O:34][CH:35]=[CH:36][C:37]([N:39]=[C:40]=[O:41])=[O:38].O=C1NC2(C3C(=CC=CC=3)C(C(O)=O)C2)C(=O)N1. Product: [CH2:25]([N:19]([C@H:20]([CH:22]1[CH2:23][CH2:24]1)[CH3:21])[C:17](=[O:18])[CH2:16][N:13]1[C:14](=[O:15])[C:7]2([C:8]3[C:4](=[CH:3][C:2]([NH:1][C:40]([NH:39][C:37](=[O:38])/[CH:36]=[CH:35]/[O:34][CH3:33])=[O:41])=[CH:10][CH:9]=3)[CH2:5][CH2:6]2)[NH:11][C:12]1=[O:32])[C:26]1[CH:31]=[CH:30][CH:29]=[CH:28][CH:27]=1. The catalyst class is: 1. (3) Reactant: [NH2:1][C@@H:2]1[CH2:7][CH2:6][CH2:5][N:4]([C:8]2[CH:16]=[CH:15][C:11]([C:12]([NH2:14])=[O:13])=[C:10]([NH:17][C:18]3[CH:23]=[CH:22][C:21]([C:24]([N:26]4[CH2:31][CH2:30][O:29][CH2:28][CH2:27]4)=[O:25])=[CH:20][CH:19]=3)[N:9]=2)[CH2:3]1.CCN(CC)CC.[C:39](Cl)(=[O:47])[O:40][C:41]1[CH:46]=[CH:45][CH:44]=[CH:43][CH:42]=1. Product: [C:12]([C:11]1[CH:15]=[CH:16][C:8]([N:4]2[CH2:5][CH2:6][CH2:7][C@@H:2]([NH:1][C:39](=[O:47])[O:40][C:41]3[CH:46]=[CH:45][CH:44]=[CH:43][CH:42]=3)[CH2:3]2)=[N:9][C:10]=1[NH:17][C:18]1[CH:19]=[CH:20][C:21]([C:24]([N:26]2[CH2:31][CH2:30][O:29][CH2:28][CH2:27]2)=[O:25])=[CH:22][CH:23]=1)(=[O:13])[NH2:14]. The catalyst class is: 2. (4) Product: [Cl:17][C:12]1[C:11]2[C:10]3[C:9](=[C:20]([CH3:21])[O:19][N:18]=3)[C:8](=[O:22])[N:7]([CH:5]3[CH2:6][CH:2]([NH:1][C:24]([NH:23][C:26]4[CH:31]=[CH:30][CH:29]=[CH:28][CH:27]=4)=[O:25])[CH:3]=[CH:4]3)[C:16]=2[CH:15]=[CH:14][CH:13]=1. Reactant: [NH2:1][CH:2]1[CH2:6][CH:5]([N:7]2[C:16]3[CH:15]=[CH:14][CH:13]=[C:12]([Cl:17])[C:11]=3[C:10]3=[N:18][O:19][C:20]([CH3:21])=[C:9]3[C:8]2=[O:22])[CH:4]=[CH:3]1.[N:23]([C:26]1[CH:31]=[CH:30][CH:29]=[CH:28][CH:27]=1)=[C:24]=[O:25]. The catalyst class is: 64.